This data is from Forward reaction prediction with 1.9M reactions from USPTO patents (1976-2016). The task is: Predict the product of the given reaction. (1) Given the reactants [Cl:1][C:2]1[CH:3]=[CH:4][C:5](F)=[N:6][CH:7]=1.[N:9]1([C:17]([O:19][C:20]([CH3:23])([CH3:22])[CH3:21])=[O:18])[CH2:12][CH:11]([C:13]([O:15][CH3:16])=[O:14])[CH2:10]1.C[Si]([N-][Si](C)(C)C)(C)C.[K+].[NH4+].[Cl-], predict the reaction product. The product is: [CH3:16][O:15][C:13]([C:11]1([C:5]2[CH:4]=[CH:3][C:2]([Cl:1])=[CH:7][N:6]=2)[CH2:12][N:9]([C:17]([O:19][C:20]([CH3:23])([CH3:22])[CH3:21])=[O:18])[CH2:10]1)=[O:14]. (2) Given the reactants [CH3:1][O:2][C:3](=[O:22])[C:4]1[CH:9]=[CH:8][N:7]=[C:6]([S:10][C:11]2[C:19]3[C:14](=[CH:15][C:16]([Cl:20])=[CH:17][CH:18]=3)[NH:13][C:12]=2[CH3:21])[CH:5]=1.Br[C:24]1[CH:25]=[N:26][N:27]([CH2:29][CH3:30])[CH:28]=1, predict the reaction product. The product is: [CH3:1][O:2][C:3](=[O:22])[C:4]1[CH:9]=[CH:8][N:7]=[C:6]([S:10][C:11]2[C:19]3[C:14](=[CH:15][C:16]([Cl:20])=[CH:17][CH:18]=3)[N:13]([C:24]3[CH:25]=[N:26][N:27]([CH2:29][CH3:30])[CH:28]=3)[C:12]=2[CH3:21])[CH:5]=1. (3) Given the reactants [BH4-].[Na+].C(OC(=O)[O:7][C:8]1[CH:13]=[C:12]([O:14]C(OCC)=O)[CH:11]=[CH:10][C:9]=1[C:20](=O)[C:21]1[CH:26]=[CH:25][CH:24]=[CH:23][CH:22]=1)C.Cl, predict the reaction product. The product is: [CH2:20]([C:9]1[CH:10]=[CH:11][C:12]([OH:14])=[CH:13][C:8]=1[OH:7])[C:21]1[CH:22]=[CH:23][CH:24]=[CH:25][CH:26]=1.